The task is: Regression. Given a peptide amino acid sequence and an MHC pseudo amino acid sequence, predict their binding affinity value. This is MHC class II binding data.. This data is from Peptide-MHC class II binding affinity with 134,281 pairs from IEDB. (1) The peptide sequence is EKKYFAATQNEPLAA. The MHC is HLA-DQA10401-DQB10402 with pseudo-sequence HLA-DQA10401-DQB10402. The binding affinity (normalized) is 0.381. (2) The peptide sequence is AAPANDKFTVFEAAF. The MHC is HLA-DQA10101-DQB10501 with pseudo-sequence HLA-DQA10101-DQB10501. The binding affinity (normalized) is 0.0858. (3) The peptide sequence is KCIEWEKAQHGA. The MHC is DRB1_1101 with pseudo-sequence DRB1_1101. The binding affinity (normalized) is 0.851.